Task: Predict the reaction yield, written as a fraction of the theoretical maximum amount of product (1.0 means a 100% yield; for example, 0.34 means a 34% yield).. Dataset: Reaction yield outcomes from USPTO patents with 853,638 reactions (1) The reactants are [Cl:1][C:2]1[C:7]([Cl:8])=[CH:6][CH:5]=[CH:4][C:3]=1B(O)O.[NH2:12][C:13]1[N:14]=[C:15]([N:24]2[CH2:29][CH2:28][N:27]([C:30](=[O:40])[CH2:31][O:32][C:33]3[CH:38]=[CH:37][C:36]([Cl:39])=[CH:35][CH:34]=3)[CH2:26][CH2:25]2)[C:16]2[N:22]=[C:21](Cl)[CH:20]=[CH:19][C:17]=2[N:18]=1. No catalyst specified. The product is [NH2:12][C:13]1[N:14]=[C:15]([N:24]2[CH2:25][CH2:26][N:27]([C:30](=[O:40])[CH2:31][O:32][C:33]3[CH:38]=[CH:37][C:36]([Cl:39])=[CH:35][CH:34]=3)[CH2:28][CH2:29]2)[C:16]2[N:22]=[C:21]([C:3]3[CH:4]=[CH:5][CH:6]=[C:7]([Cl:8])[C:2]=3[Cl:1])[CH:20]=[CH:19][C:17]=2[N:18]=1. The yield is 1.00. (2) The reactants are [OH:1][C:2]1[CH:7]=[CH:6][C:5]([CH2:8][C:9]([O:11][CH2:12][CH3:13])=[O:10])=[CH:4][CH:3]=1.Br[C:15]1[C:16]([CH3:21])=[N:17][CH:18]=[CH:19][CH:20]=1.C([O-])([O-])=O.[Cs+].[Cs+].CN(C)CC(O)=O. The catalyst is O1CCOCC1.[Cu]I.O. The product is [CH3:21][C:16]1[C:15]([O:1][C:2]2[CH:3]=[CH:4][C:5]([CH2:8][C:9]([O:11][CH2:12][CH3:13])=[O:10])=[CH:6][CH:7]=2)=[CH:20][CH:19]=[CH:18][N:17]=1. The yield is 0.380. (3) The reactants are [Cl:1][C:2]1[CH:7]=[CH:6][CH:5]=[C:4]([Cl:8])[C:3]=1[NH:9][C:10]1[N:11]([CH3:27])[C:12]2[C:21]3[C:20](=[O:22])[NH:19][C:18]([CH:23]=[O:24])=[C:17]([CH3:25])[C:16]=3[CH:15]=[CH:14][C:13]=2[N:26]=1.[CH:28]([Mg]Br)=[CH2:29].[Cl-].[NH4+]. The catalyst is C1COCC1. The product is [Cl:8][C:4]1[CH:5]=[CH:6][CH:7]=[C:2]([Cl:1])[C:3]=1[NH:9][C:10]1[N:11]([CH3:27])[C:12]2[C:21]3[C:20](=[O:22])[NH:19][C:18]([CH:23]([OH:24])[CH:28]=[CH2:29])=[C:17]([CH3:25])[C:16]=3[CH:15]=[CH:14][C:13]=2[N:26]=1. The yield is 0.400. (4) The reactants are [CH3:1][O:2][C:3]([NH:5][C@H:6]([C:11]([N:13]1[CH2:17][CH2:16][CH2:15][C@H:14]1[C:18]1[NH:19][C:20]([C:23]2[CH:28]=[C:27]3[CH2:29][O:30][C:31]4[CH:58]=[C:57]5[C:34]([CH:35]=[CH:36][C:37]6[N:41]=[C:40]([C@@H:42]7[CH2:46][C@H:45]([CH2:47][O:48][CH3:49])[CH2:44][N:43]7C(OC(C)(C)C)=O)[NH:39][C:38]=65)=[CH:33][C:32]=4[C:26]3=[CH:25][CH:24]=2)=[CH:21][N:22]=1)=[O:12])[C@@H:7]([CH3:10])[O:8][CH3:9])=[O:4].Cl.[CH3:60][O:61][C:62]([NH:64][C@H:65]([C:69]1[CH:74]=[CH:73][CH:72]=[CH:71][CH:70]=1)[C:66](O)=[O:67])=[O:63].CCN(C(C)C)C(C)C.CCOC(C(C#N)=NOC(N1CCOCC1)=[N+](C)C)=O.F[P-](F)(F)(F)(F)F. The yield is 0.460. The catalyst is C(Cl)Cl.CO. The product is [CH3:9][O:8][C@H:7]([CH3:10])[C@H:6]([NH:5][C:3]([O:2][CH3:1])=[O:4])[C:11]([N:13]1[CH2:17][CH2:16][CH2:15][C@H:14]1[C:18]1[NH:19][C:20]([C:23]2[CH:28]=[C:27]3[CH2:29][O:30][C:31]4[CH:58]=[C:57]5[C:34]([CH:35]=[CH:36][C:37]6[N:41]=[C:40]([C@@H:42]7[CH2:46][C@H:45]([CH2:47][O:48][CH3:49])[CH2:44][N:43]7[C:66](=[O:67])[C@H:65]([NH:64][C:62](=[O:63])[O:61][CH3:60])[C:69]7[CH:74]=[CH:73][CH:72]=[CH:71][CH:70]=7)[NH:39][C:38]=65)=[CH:33][C:32]=4[C:26]3=[CH:25][CH:24]=2)=[CH:21][N:22]=1)=[O:12].